From a dataset of Catalyst prediction with 721,799 reactions and 888 catalyst types from USPTO. Predict which catalyst facilitates the given reaction. (1) Product: [N+:1]([C:4]1[CH:5]=[C:6]2[C:10](=[CH:11][CH:12]=1)[N:9]([CH2:15][CH2:16][N:17]1[CH2:21][CH2:20][CH2:19][CH2:18]1)[CH:8]=[CH:7]2)([O-:3])=[O:2]. Reactant: [N+:1]([C:4]1[CH:5]=[C:6]2[C:10](=[CH:11][CH:12]=1)[NH:9][CH:8]=[CH:7]2)([O-:3])=[O:2].Cl.Cl[CH2:15][CH2:16][N:17]1[CH2:21][CH2:20][CH2:19][CH2:18]1.C(=O)([O-])[O-].[K+].[K+]. The catalyst class is: 3. (2) Reactant: [I:1][C:2]1[CH:3]=[C:4]([O:8][CH3:9])[CH:5]=[CH:6][CH:7]=1.CN([CH:13]=[O:14])C.[OH-].[Na+].C(OCC)C. Product: [I:1][C:2]1[CH:3]=[C:4]([O:8][CH3:9])[CH:5]=[CH:6][C:7]=1[CH:13]=[O:14]. The catalyst class is: 2. (3) Reactant: [CH3:1][C:2]([CH3:7])([CH3:6])[CH2:3][CH:4]=O.[NH2:8][CH2:9][C:10]1([OH:16])[CH2:15][CH2:14][CH2:13][CH2:12][CH2:11]1.Cl.C(N(CC)CC)C.[S-:25][C:26]#[N:27].[K+].II.S(S([O-])=O)([O-])(=O)=O.[Na+].[Na+]. Product: [C:2]([C:3]1[S:25][C:26](=[NH:27])[N:8]([CH2:9][C:10]2([OH:16])[CH2:15][CH2:14][CH2:13][CH2:12][CH2:11]2)[CH:4]=1)([CH3:7])([CH3:6])[CH3:1]. The catalyst class is: 10. (4) Reactant: Br[CH2:2][CH2:3][O:4][CH2:5][CH2:6][O:7][CH3:8].[NH2:9][C:10]1[C:14]([C:15]#[N:16])=[CH:13][NH:12][N:11]=1.C(=O)([O-])[O-].[K+].[K+].ClCCl.CO. Product: [NH2:9][C:10]1[N:11]([CH2:2][CH2:3][O:4][CH2:5][CH2:6][O:7][CH3:8])[N:12]=[CH:13][C:14]=1[C:15]#[N:16].[NH2:9][C:10]1[C:14]([C:15]#[N:16])=[CH:13][N:12]([CH2:2][CH2:3][O:4][CH2:5][CH2:6][O:7][CH3:8])[N:11]=1. The catalyst class is: 3. (5) Reactant: C(N(CC)CC)C.[CH:8]([C:10]1[C:18]2[C:13](=[CH:14][CH:15]=[CH:16][CH:17]=2)[N:12](C(OC(C)(C)C)=O)[CH:11]=1)=[O:9].[CH3:26][O:27][C:28]1[CH:29]=[C:30]([CH2:42][OH:43])[CH:31]=[C:32]([N:34]=[CH:35][C:36]2[CH:37]=[N:38][CH:39]=[CH:40][CH:41]=2)[CH:33]=1. Product: [OH:43][CH2:42][C:30]1[CH:31]=[C:32]([NH:34][CH:35]([C:36]2[CH:37]=[N:38][CH:39]=[CH:40][CH:41]=2)[C:8]([C:10]2[C:18]3[C:13](=[CH:14][CH:15]=[CH:16][CH:17]=3)[NH:12][CH:11]=2)=[O:9])[CH:33]=[C:28]([O:27][CH3:26])[CH:29]=1. The catalyst class is: 433. (6) Reactant: [C:1]([O:5][C:6](=[O:20])[NH:7][C@@H:8]1[C:14](=[O:15])[NH:13][C:12]2[CH:16]=[CH:17][CH:18]=[CH:19][C:11]=2[NH:10][CH2:9]1)([CH3:4])([CH3:3])[CH3:2].[Li+].C[Si]([N-][Si](C)(C)C)(C)C.[Br:31][C:32]1[CH:33]=[C:34]2[C:39](=[CH:40][CH:41]=1)[C:38]([CH2:42]Cl)=[C:37]([O:44][CH3:45])[CH:36]=[CH:35]2.[Na+].[I-]. Product: [C:1]([O:5][C:6](=[O:20])[NH:7][C@@H:8]1[C:14](=[O:15])[N:13]([CH2:42][C:38]2[C:39]3[C:34](=[CH:33][C:32]([Br:31])=[CH:41][CH:40]=3)[CH:35]=[CH:36][C:37]=2[O:44][CH3:45])[C:12]2[CH:16]=[CH:17][CH:18]=[CH:19][C:11]=2[NH:10][CH2:9]1)([CH3:4])([CH3:2])[CH3:3]. The catalyst class is: 1. (7) Reactant: [Br:1]N1C(=O)CCC1=O.[F:9][C:10]1([F:28])[CH2:15][CH2:14][N:13]([C:16]2[CH:25]=[CH:24][C:19]([C:20]([O:22][CH3:23])=[O:21])=[C:18]([O:26][CH3:27])[CH:17]=2)[CH2:12][CH2:11]1.C(=O)([O-])O.[Na+].S([O-])([O-])(=O)=S.[Na+].[Na+]. The catalyst class is: 10. Product: [Br:1][C:25]1[C:16]([N:13]2[CH2:14][CH2:15][C:10]([F:9])([F:28])[CH2:11][CH2:12]2)=[CH:17][C:18]([O:26][CH3:27])=[C:19]([CH:24]=1)[C:20]([O:22][CH3:23])=[O:21].